Regression. Given two drug SMILES strings and cell line genomic features, predict the synergy score measuring deviation from expected non-interaction effect. From a dataset of NCI-60 drug combinations with 297,098 pairs across 59 cell lines. (1) Drug 1: CN(C)C1=NC(=NC(=N1)N(C)C)N(C)C. Drug 2: CCN(CC)CCCC(C)NC1=C2C=C(C=CC2=NC3=C1C=CC(=C3)Cl)OC. Cell line: SW-620. Synergy scores: CSS=45.0, Synergy_ZIP=6.46, Synergy_Bliss=5.64, Synergy_Loewe=-27.7, Synergy_HSA=2.83. (2) Drug 1: CC12CCC3C(C1CCC2NC(=O)OCC(F)(F)F)CCC4C3(C=CC(=O)N4C)C. Drug 2: C1CCC(C(C1)[NH-])[NH-].C(=O)(C(=O)[O-])[O-].[Pt+4]. Cell line: HCT116. Synergy scores: CSS=41.9, Synergy_ZIP=2.59, Synergy_Bliss=2.53, Synergy_Loewe=2.94, Synergy_HSA=5.37. (3) Drug 1: CC1OCC2C(O1)C(C(C(O2)OC3C4COC(=O)C4C(C5=CC6=C(C=C35)OCO6)C7=CC(=C(C(=C7)OC)O)OC)O)O. Drug 2: CC(C)NC(=O)C1=CC=C(C=C1)CNNC.Cl. Cell line: OVCAR-8. Synergy scores: CSS=19.2, Synergy_ZIP=1.36, Synergy_Bliss=0.992, Synergy_Loewe=-24.6, Synergy_HSA=0.260. (4) Drug 1: C1=CC(=CC=C1CCC2=CNC3=C2C(=O)NC(=N3)N)C(=O)NC(CCC(=O)O)C(=O)O. Drug 2: CCC(=C(C1=CC=CC=C1)C2=CC=C(C=C2)OCCN(C)C)C3=CC=CC=C3.C(C(=O)O)C(CC(=O)O)(C(=O)O)O. Cell line: SNB-19. Synergy scores: CSS=26.2, Synergy_ZIP=0.0902, Synergy_Bliss=0.510, Synergy_Loewe=-19.1, Synergy_HSA=0.381. (5) Drug 1: CN1C2=C(C=C(C=C2)N(CCCl)CCCl)N=C1CCCC(=O)O.Cl. Drug 2: C1CCC(C(C1)N)N.C(=O)(C(=O)[O-])[O-].[Pt+4]. Cell line: LOX IMVI. Synergy scores: CSS=35.9, Synergy_ZIP=-7.22, Synergy_Bliss=0.648, Synergy_Loewe=-28.9, Synergy_HSA=1.21.